This data is from Forward reaction prediction with 1.9M reactions from USPTO patents (1976-2016). The task is: Predict the product of the given reaction. (1) Given the reactants [F:1][C:2]1[CH:7]=[CH:6][CH:5]=[C:4]([N+:8]([O-])=O)[C:3]=1[C:11]1[S:12][C:13]2[CH:14]=[N:15][CH:16]=[C:17]([F:20])[C:18]=2[N:19]=1, predict the reaction product. The product is: [F:1][C:2]1[C:3]([C:11]2[S:12][C:13]3[CH:14]=[N:15][CH:16]=[C:17]([F:20])[C:18]=3[N:19]=2)=[C:4]([NH2:8])[CH:5]=[CH:6][CH:7]=1. (2) The product is: [CH3:17][C:18]1[CH:19]=[CH:20][C:15]([S:12]([O:11][CH2:10][C@@H:9]2[CH2:8][CH2:7][N:6]([C:22]([O:24][C:25]([CH3:28])([CH3:26])[CH3:27])=[O:23])[CH2:5][C@H:4]2[O:3][CH3:29])(=[O:14])=[O:13])=[CH:16][CH:21]=1. Given the reactants [H-].[Na+].[OH:3][C@H:4]1[C@H:9]([CH2:10][O:11][S:12]([C:15]2[CH:20]=[CH:19][CH:18]=[CH:17][C:16]=2[CH3:21])(=[O:14])=[O:13])[CH2:8][CH2:7][N:6]([C:22]([O:24][C:25]([CH3:28])([CH3:27])[CH3:26])=[O:23])[CH2:5]1.[CH3:29]I, predict the reaction product. (3) Given the reactants [CH3:1]I.[OH-].[Na+].C[O:6][C:7]([C:9]1[CH:10]=[CH:11][C:12]2[NH:18][C:17]3[CH:19]=[CH:20][CH:21]=[CH:22][C:16]=3[CH2:15][S:14](=[O:24])(=[O:23])[C:13]=2[CH:25]=1)=[O:8].O, predict the reaction product. The product is: [CH3:1][N:18]1[C:17]2[CH:19]=[CH:20][CH:21]=[CH:22][C:16]=2[CH2:15][S:14](=[O:24])(=[O:23])[C:13]2[CH:25]=[C:9]([C:7]([OH:6])=[O:8])[CH:10]=[CH:11][C:12]1=2.